The task is: Regression. Given a peptide amino acid sequence and an MHC pseudo amino acid sequence, predict their binding affinity value. This is MHC class I binding data.. This data is from Peptide-MHC class I binding affinity with 185,985 pairs from IEDB/IMGT. (1) The peptide sequence is LVGGREWSY. The MHC is HLA-B46:01 with pseudo-sequence HLA-B46:01. The binding affinity (normalized) is 0.0847. (2) The peptide sequence is HTLESPVEF. The MHC is HLA-A11:01 with pseudo-sequence HLA-A11:01. The binding affinity (normalized) is 0. (3) The peptide sequence is ITYIYLAH. The MHC is H-2-Kb with pseudo-sequence H-2-Kb. The binding affinity (normalized) is 0.402. (4) The peptide sequence is IVRQRVIPV. The MHC is HLA-B08:01 with pseudo-sequence HLA-B08:01. The binding affinity (normalized) is 0.254.